From a dataset of Reaction yield outcomes from USPTO patents with 853,638 reactions. Predict the reaction yield, written as a fraction of the theoretical maximum amount of product (1.0 means a 100% yield; for example, 0.34 means a 34% yield). The reactants are [CH3:1][C:2]1[NH:3][C:4]([CH3:7])=[CH:5][N:6]=1.[H-].[Na+].Cl[CH2:11][C:12]([N:14]1[CH2:19][CH2:18][N:17]([C:20]2[CH:34]=[CH:33][CH:32]=[CH:31][C:21]=2[C:22]([NH:24][C:25]2[CH:30]=[CH:29][CH:28]=[CH:27][CH:26]=2)=[O:23])[CH2:16][CH2:15]1)=[O:13]. The catalyst is CS(C)=O. The product is [CH3:1][C:2]1[N:6]([CH2:11][C:12]([N:14]2[CH2:15][CH2:16][N:17]([C:20]3[CH:34]=[CH:33][CH:32]=[CH:31][C:21]=3[C:22]([NH:24][C:25]3[CH:26]=[CH:27][CH:28]=[CH:29][CH:30]=3)=[O:23])[CH2:18][CH2:19]2)=[O:13])[CH:5]=[C:4]([CH3:7])[N:3]=1. The yield is 0.850.